Predict which catalyst facilitates the given reaction. From a dataset of Catalyst prediction with 721,799 reactions and 888 catalyst types from USPTO. (1) Reactant: ClC1C=C(C=CC=1)C(OO)=[O:6].[C:12]([N:19]1[CH2:24][CH:23]=[CH:22][CH2:21][CH2:20]1)([O:14][C:15]([CH3:18])([CH3:17])[CH3:16])=[O:13].[O-]S([O-])(=S)=O.[Na+].[Na+].C([O-])([O-])=O.[Na+].[Na+]. Product: [CH3:16][C:15]([O:14][C:12]([N:19]1[CH2:20][CH2:21][CH:22]2[CH:23]([O:6]2)[CH2:24]1)=[O:13])([CH3:18])[CH3:17]. The catalyst class is: 2. (2) The catalyst class is: 17. Product: [CH:8]1[C:9]2[C:14](=[CH:13][CH:12]=[CH:11][CH:10]=2)[CH:15]=[CH:16][C:7]=1[C:5]1[N:6]=[C:2]([NH:1][C:23]([C@H:17]2[CH2:19][C@H:18]2[C:20]([OH:22])=[O:21])=[O:24])[S:3][CH:4]=1. Reactant: [NH2:1][C:2]1[S:3][CH:4]=[C:5]([C:7]2[CH:16]=[CH:15][C:14]3[C:9](=[CH:10][CH:11]=[CH:12][CH:13]=3)[CH:8]=2)[N:6]=1.[CH:17]12[C:23](=[O:24])[O:22][C:20](=[O:21])[CH:18]1[CH2:19]2. (3) Reactant: [CH3:1][C:2]1[S:10][C:9]2[CH2:8][CH2:7][N:6]=[C:5]([CH2:11][CH2:12][C:13]3[CH:18]=[CH:17][C:16]([C:19]([F:22])([F:21])[F:20])=[CH:15][CH:14]=3)[C:4]=2[CH:3]=1.[BH4-].[Na+]. Product: [CH3:1][C:2]1[S:10][C:9]2[CH2:8][CH2:7][NH:6][CH:5]([CH2:11][CH2:12][C:13]3[CH:18]=[CH:17][C:16]([C:19]([F:22])([F:21])[F:20])=[CH:15][CH:14]=3)[C:4]=2[CH:3]=1. The catalyst class is: 5.